Predict the reactants needed to synthesize the given product. From a dataset of Retrosynthesis with 50K atom-mapped reactions and 10 reaction types from USPTO. (1) Given the product CCOC(=O)[C@H](F)Oc1ccc(C(=O)N2c3ccccc3[C@H](N(C(C)=O)c3ccc(Cl)cc3)CC2C)cc1, predict the reactants needed to synthesize it. The reactants are: CC(=O)N(c1ccc(Cl)cc1)[C@@H]1C[C@H](C)N(C(=O)c2ccc(O)cc2)c2ccccc21.CCOC(=O)C(F)Br. (2) Given the product CCN(CC)C/C=C\c1cc(F)ccc1S(=O)(=O)Nc1ccc2c(nc3n2CCC3)c1C(=O)O, predict the reactants needed to synthesize it. The reactants are: CCN(CC)C/C=C\c1cc(F)ccc1S(=O)(=O)Nc1ccc2c(nc3n2CCC3)c1C(=O)OC. (3) Given the product COC(C)(OC)C(C)N, predict the reactants needed to synthesize it. The reactants are: COC(C)(OC)C(C)=O.[BH3-]C#N. (4) Given the product O=[N+]([O-])c1ccc(N2CCC(N3CCNCC3)CC2)cc1OCC(F)(F)F, predict the reactants needed to synthesize it. The reactants are: CC(C)(C)OC(=O)N1CCN(C2CCN(c3ccc([N+](=O)[O-])c(OCC(F)(F)F)c3)CC2)CC1. (5) Given the product O=C(O)c1c(Nc2ccc(Br)cc2F)cc(=O)n2c1CCC2, predict the reactants needed to synthesize it. The reactants are: CCOC(=O)c1c(Nc2ccc(Br)cc2F)cc(=O)n2c1CCC2. (6) Given the product COC(=O)CC(CC(C)C)C(=O)O, predict the reactants needed to synthesize it. The reactants are: COC(=O)CC(CC(C)C)C(=O)OCc1ccccc1.